This data is from Forward reaction prediction with 1.9M reactions from USPTO patents (1976-2016). The task is: Predict the product of the given reaction. (1) Given the reactants [N:1]([C:4]1[CH:9]=[C:8]([Cl:10])[CH:7]=[CH:6][C:5]=1[N+:11]([O-:13])=[O:12])=[N+:2]=[N-:3].[CH3:14][CH:15]([CH3:20])[C:16]#[C:17][Mg]Cl.CC(C)C#C.C([Mg]Cl)(C)C, predict the reaction product. The product is: [Cl:10][C:8]1[CH:7]=[CH:6][C:5]([N+:11]([O-:13])=[O:12])=[C:4]([N:1]2[C:16]([CH:15]([CH3:20])[CH3:14])=[CH:17][N:3]=[N:2]2)[CH:9]=1. (2) Given the reactants C([O-])=O.C([NH+](CC)CC)C.C(O)=O.[CH:14](=[O:21])[C:15]1[CH:20]=[CH:19][CH:18]=[CH:17][CH:16]=1.O[C:23]1[C:32]2[C:27](=[CH:28][CH:29]=[CH:30][CH:31]=2)[O:26][C:25](=[O:33])[CH:24]=1, predict the reaction product. The product is: [CH2:23]([C:24]1[C:25](=[O:26])[O:33][C:20]2[C:15]([C:14]=1[OH:21])=[CH:16][CH:17]=[CH:18][CH:19]=2)[C:32]1[CH:27]=[CH:28][CH:29]=[CH:30][CH:31]=1. (3) Given the reactants C(OC([N:8]1[CH2:12][CH2:11][CH:10]([N:13]([CH2:17][C:18]2[CH:23]=[CH:22][C:21]([Cl:24])=[CH:20][CH:19]=2)[CH:14]([CH3:16])[CH3:15])[CH2:9]1)=O)(C)(C)C.FC(F)(F)C(O)=O, predict the reaction product. The product is: [Cl:24][C:21]1[CH:22]=[CH:23][C:18]([CH2:17][N:13]([CH:14]([CH3:15])[CH3:16])[CH:10]2[CH2:11][CH2:12][NH:8][CH2:9]2)=[CH:19][CH:20]=1.